From a dataset of Full USPTO retrosynthesis dataset with 1.9M reactions from patents (1976-2016). Predict the reactants needed to synthesize the given product. (1) Given the product [Cl:1][C:2]1[CH:3]=[C:4]([C:9]2([C:26]([F:27])([F:29])[F:28])[O:13][N:12]=[C:11]([C:14]3[CH:22]=[CH:21][C:17]([C:18]([NH:20][C:32]([O:31][CH3:30])=[NH:33])=[O:19])=[C:16]([CH2:23][O:24][CH3:25])[CH:15]=3)[CH2:10]2)[CH:5]=[C:6]([Cl:8])[CH:7]=1, predict the reactants needed to synthesize it. The reactants are: [Cl:1][C:2]1[CH:3]=[C:4]([C:9]2([C:26]([F:29])([F:28])[F:27])[O:13][N:12]=[C:11]([C:14]3[CH:22]=[CH:21][C:17]([C:18]([NH2:20])=[O:19])=[C:16]([CH2:23][O:24][CH3:25])[CH:15]=3)[CH2:10]2)[CH:5]=[C:6]([Cl:8])[CH:7]=1.[CH3:30][O:31][CH:32](OC)[N:33](C)C. (2) Given the product [NH2:61][C:62]1[N:67]=[CH:66][N:65]([C@@H:68]2[O:82][C@H:81]([CH2:83][O:84][C:85](=[O:93])[C:86]3[CH:91]=[CH:90][C:89]([Cl:92])=[CH:88][CH:87]=3)[C@@H:70]([O:71][C:72](=[O:80])[C:73]3[CH:78]=[CH:77][C:76]([Cl:79])=[CH:75][CH:74]=3)[CH2:69]2)[C:64](=[O:94])[N:63]=1, predict the reactants needed to synthesize it. The reactants are: C(OC1O[C@H](COC(=O)C2C=CC(Cl)=CC=2)[C@@H](OC(=O)C2C=CC(Cl)=CC=2)C1)(=O)C.C[Si](NC1N=C(O[Si](C)(C)C)N=CN=1)(C)C.[Si](OS(C(F)(F)F)(=O)=O)(C)(C)C.CN.[NH2:61][C:62]1[N:67]=[CH:66][N:65]([C@H:68]2[O:82][C@H:81]([CH2:83][O:84][C:85](=[O:93])[C:86]3[CH:91]=[CH:90][C:89]([Cl:92])=[CH:88][CH:87]=3)[C@@H:70]([O:71][C:72](=[O:80])[C:73]3[CH:78]=[CH:77][C:76]([Cl:79])=[CH:75][CH:74]=3)[CH2:69]2)[C:64](=[O:94])[N:63]=1. (3) Given the product [CH3:24][C:23]([CH3:26])([CH3:25])[CH2:22][CH2:21][CH2:20][NH:19][C:17]([C:5]1[C:6]([CH3:16])=[N:7][C:8]([N:10]2[CH2:15][CH2:14][O:13][CH2:12][CH2:11]2)=[CH:9][C:4]=1[O:29][CH2:28][CH3:27])=[O:18], predict the reactants needed to synthesize it. The reactants are: [H-].[Na+].Cl[C:4]1[CH:9]=[C:8]([N:10]2[CH2:15][CH2:14][O:13][CH2:12][CH2:11]2)[N:7]=[C:6]([CH3:16])[C:5]=1[C:17]([NH:19][CH2:20][CH2:21][CH2:22][C:23]([CH3:26])([CH3:25])[CH3:24])=[O:18].[CH3:27][CH2:28][OH:29]. (4) Given the product [Br:13][C:14]1[CH:21]=[CH:20][C:2]([CH2:1][N:3]2[CH2:6][CH:7]=[CH:5][CH2:4]2)=[CH:16][CH:15]=1, predict the reactants needed to synthesize it. The reactants are: [CH2:1]([N:3]([CH2:6][CH3:7])[CH2:4][CH3:5])[CH3:2].CS(Cl)(=O)=O.[Br:13][C:14]1[CH:21]=[CH:20]C(CO)=[CH:16][CH:15]=1.N1CC=CC1. (5) Given the product [Cl:30][C:31]1[CH:36]=[C:35]([C:3]2[C:2]([F:1])=[CH:7][CH:6]=[C:5]([C:8]3[CH:9]=[CH:10][N:11]=[C:12]4[C:17]=3[CH:16]=[CH:15][C:14]([C:18]([F:19])([F:20])[F:21])=[N:13]4)[CH:4]=2)[CH:34]=[CH:33][CH:32]=1, predict the reactants needed to synthesize it. The reactants are: [F:1][C:2]1[CH:7]=[CH:6][C:5]([C:8]2[C:17]3[C:12](=[N:13][C:14]([C:18]([F:21])([F:20])[F:19])=[CH:15][CH:16]=3)[N:11]=[CH:10][CH:9]=2)=[CH:4][C:3]=1OS(C(F)(F)F)(=O)=O.[Cl:30][C:31]1[CH:32]=[C:33](B(O)O)[CH:34]=[CH:35][CH:36]=1.C(=O)([O-])[O-].[Na+].[Na+]. (6) Given the product [CH3:24][NH:23][CH2:21][C:19]1[CH:20]=[C:15]([C:12]2[CH:11]=[CH:10][C:9]([CH2:7][OH:8])=[CH:14][CH:13]=2)[CH:16]=[C:17]([C:25]2[CH:26]=[CH:27][CH:28]=[CH:29][CH:30]=2)[CH:18]=1, predict the reactants needed to synthesize it. The reactants are: [H-].[Al+3].[Li+].[H-].[H-].[H-].[CH:7]([C:9]1[CH:14]=[CH:13][C:12]([C:15]2[CH:16]=[C:17]([C:25]3[CH:30]=[CH:29][CH:28]=[CH:27][CH:26]=3)[CH:18]=[C:19]([C:21]([NH:23][CH3:24])=O)[CH:20]=2)=[CH:11][CH:10]=1)=[O:8].S([O-])([O-])(=O)=O.[Na+].[Na+].